Dataset: Forward reaction prediction with 1.9M reactions from USPTO patents (1976-2016). Task: Predict the product of the given reaction. (1) Given the reactants O1[CH:5]=[CH:4][CH:3]=[N:2]1.C(O)(=O)C.C([O-])(=O)C.[Na+].Cl.[NH2:16][CH:17]([C:23]([O:25][CH2:26][CH3:27])=[O:24])[C:18]([O:20][CH2:21][CH3:22])=[O:19], predict the reaction product. The product is: [C:3]([CH:4]=[CH:5][NH:16][CH:17]([C:18]([O:20][CH2:21][CH3:22])=[O:19])[C:23]([O:25][CH2:26][CH3:27])=[O:24])#[N:2]. (2) Given the reactants [CH3:1][C:2]1[CH:7]=[CH:6][C:5]([S:8](Cl)(=[O:10])=[O:9])=[CH:4][CH:3]=1.O[O:13][CH2:14][C@@H:15]1[CH2:19][CH2:18][CH2:17][N:16]1[C:20]([O:22][C:23]([CH3:26])([CH3:25])[CH3:24])=[O:21], predict the reaction product. The product is: [CH3:1][C:2]1[CH:7]=[CH:6][C:5]([S:8]([O:13][CH2:14][C@@H:15]2[CH2:19][CH2:18][CH2:17][N:16]2[C:20]([O:22][C:23]([CH3:26])([CH3:25])[CH3:24])=[O:21])(=[O:10])=[O:9])=[CH:4][CH:3]=1.